This data is from Full USPTO retrosynthesis dataset with 1.9M reactions from patents (1976-2016). The task is: Predict the reactants needed to synthesize the given product. (1) Given the product [CH3:17][C:15]1([CH3:18])[CH:14]([C:19]2[CH:20]=[CH:21][C:22]([CH3:25])=[CH:23][CH:24]=2)[C:13]2[C:26]([CH3:27])=[C:9]([NH2:8])[C:10]([CH3:29])=[C:11]([CH3:28])[C:12]=2[O:16]1, predict the reactants needed to synthesize it. The reactants are: C([NH:8][C:9]1[C:10]([CH3:29])=[C:11]([CH3:28])[C:12]2[O:16][C:15]([CH3:18])([CH3:17])[CH:14]([C:19]3[CH:24]=[CH:23][C:22]([CH3:25])=[CH:21][CH:20]=3)[C:13]=2[C:26]=1[CH3:27])C1C=CC=CC=1.C1(C)C=CC=CC=1.C(O)(C)C. (2) Given the product [CH2:13]1[C@H:22]2[C@H:17]([CH2:18][CH2:19][C:20]3[CH:26]=[CH:25][CH:24]=[CH:23][C:21]=32)[N:16]([C:5]([C:4]2[CH:8]=[CH:9][C:10]([O:11][CH3:12])=[C:2]([OH:1])[CH:3]=2)=[O:7])[CH2:15][CH2:14]1, predict the reactants needed to synthesize it. The reactants are: [OH:1][C:2]1[CH:3]=[C:4]([CH:8]=[CH:9][C:10]=1[O:11][CH3:12])[C:5]([OH:7])=O.[CH2:13]1[C@H:22]2[C@H:17]([CH2:18][CH2:19][C:20]3[CH:26]=[CH:25][CH:24]=[CH:23][C:21]=32)[NH:16][CH2:15][CH2:14]1.F[P-](F)(F)(F)(F)F.N1(OC(N(C)C)=[N+](C)C)C2N=CC=CC=2N=N1.